From a dataset of Forward reaction prediction with 1.9M reactions from USPTO patents (1976-2016). Predict the product of the given reaction. Given the reactants O[CH:2]1[N:6]([C:7]2[CH:12]=[CH:11][C:10]([O:13][C:14]([F:17])([F:16])[F:15])=[CH:9][CH:8]=2)[C:5](=[O:18])[CH:4]2[CH2:19][C:20](=[CH2:22])[CH2:21][CH:3]12.[BH3-]C#N.[Na+].O, predict the reaction product. The product is: [CH2:22]=[C:20]1[CH2:19][CH:4]2[C:5](=[O:18])[N:6]([C:7]3[CH:8]=[CH:9][C:10]([O:13][C:14]([F:16])([F:15])[F:17])=[CH:11][CH:12]=3)[CH2:2][CH:3]2[CH2:21]1.